This data is from Forward reaction prediction with 1.9M reactions from USPTO patents (1976-2016). The task is: Predict the product of the given reaction. (1) Given the reactants C([NH:4][C:5]1[C:9]([Cl:10])=[CH:8][S:7][C:6]=1[C:11]([O:13][CH3:14])=[O:12])(=O)C, predict the reaction product. The product is: [NH2:4][C:5]1[C:9]([Cl:10])=[CH:8][S:7][C:6]=1[C:11]([O:13][CH3:14])=[O:12]. (2) Given the reactants [N:1]1([C:7]2[C:8]3[NH:22][CH:21]=[C:20]([CH:23]4[CH2:28][CH2:27][NH:26][CH2:25][CH2:24]4)[C:9]=3[N:10]=[C:11]([C:13]3[CH:14]=[C:15]([OH:19])[CH:16]=[CH:17][CH:18]=3)[N:12]=2)[CH2:6][CH2:5][O:4][CH2:3][CH2:2]1.[C:29]([NH:36][CH2:37][CH:38]=O)([O:31][C:32]([CH3:35])([CH3:34])[CH3:33])=[O:30], predict the reaction product. The product is: [OH:19][C:15]1[CH:14]=[C:13]([C:11]2[N:12]=[C:7]([N:1]3[CH2:6][CH2:5][O:4][CH2:3][CH2:2]3)[C:8]3[NH:22][CH:21]=[C:20]([CH:23]4[CH2:28][CH2:27][N:26]([CH2:38][CH2:37][NH:36][C:29](=[O:30])[O:31][C:32]([CH3:35])([CH3:34])[CH3:33])[CH2:25][CH2:24]4)[C:9]=3[N:10]=2)[CH:18]=[CH:17][CH:16]=1. (3) Given the reactants CC1C([C:7]2[CH:19]=[N:18][C:17]3[C:16]4[CH:15]=[CH:14][C:13]([C:20]([O:22][CH3:23])=[O:21])=[CH:12][C:11]=4[N:10]([CH:24]([C:31]4[CH:36]=[CH:35][CH:34]=[CH:33][CH:32]=4)[CH:25]4[CH2:30][CH2:29][O:28][CH2:27][CH2:26]4)[C:9]=3[CH:8]=2)=C(C)ON=1.[Br:38]C1C=NC2C3C=CC(C(OC)=O)=CC=3NC=2C=1.C1(C(C2CCOCC2)O)C=CC=CC=1, predict the reaction product. The product is: [Br:38][C:7]1[CH:19]=[N:18][C:17]2[C:16]3[CH:15]=[CH:14][C:13]([C:20]([O:22][CH3:23])=[O:21])=[CH:12][C:11]=3[N:10]([C@@H:24]([CH:25]3[CH2:30][CH2:29][O:28][CH2:27][CH2:26]3)[C:31]3[CH:32]=[CH:33][CH:34]=[CH:35][CH:36]=3)[C:9]=2[CH:8]=1. (4) Given the reactants [CH3:1][C:2]([C@@H:4]1[C@@:8]2([CH3:24])[CH2:9][CH2:10][C@@H:11]3[C@@:16]4([CH3:23])[CH2:17][CH2:18][C@:19]([OH:22])([CH3:21])[CH2:20][C@@H:15]4[CH2:14][CH2:13][C@H:12]3[C@@H:7]2[CH2:6][CH2:5]1)=[O:3].[CH3:25][C@H:26]1[O:31][C@@H:30]2[O:32][C@H:33]3[C@H:38]([OH:39])[C@@H:37]([OH:40])[C@@H:36]([O:41][C@H:42]4[C@H:47]([OH:48])[C@@H:46]([OH:49])[C@@H:45]([O:50][C@H:51]5[C@H:56]([OH:57])[C@@H:55]([OH:58])[C@@H:54]([O:59][C@H:60]6[C@H:65]([OH:66])[C@@H:64]([OH:67])[C@@H:63]([O:68][C@H:69]7[C@H:74]([OH:75])[C@@H:73]([OH:76])[C@@H:72]([O:77][C@H:78]8[C@H:84]([OH:85])[C@@H:83]([OH:86])[C@@H:81]([O:82][C@H:27]1[C@H:28]([OH:108])[C@H:29]2[OH:107])[O:80][C@@H:79]8[CH2:87][O:88][CH2:89][CH2:90][CH2:91][CH2:92][S:93]([O-:96])(=[O:95])=[O:94])[O:71][C@@H:70]7[CH2:97][OH:98])[O:62][C@@H:61]6[CH2:99][OH:100])[O:53][C@@H:52]5[CH2:101][OH:102])[O:44][C@@H:43]4[CH2:103][OH:104])[O:35][C@@H:34]3[CH2:105][OH:106].[Na+:109], predict the reaction product. The product is: [CH3:1][C:2]([C@@H:4]1[C@@:8]2([CH3:24])[CH2:9][CH2:10][C@@H:11]3[C@@:16]4([CH3:23])[CH2:17][CH2:18][C@:19]([OH:22])([CH3:21])[CH2:20][C@@H:15]4[CH2:14][CH2:13][C@H:12]3[C@@H:7]2[CH2:6][CH2:5]1)=[O:3].[CH3:25][C@H:26]1[O:31][C@@H:30]2[O:32][C@H:33]3[C@H:38]([OH:39])[C@@H:37]([OH:40])[C@@H:36]([O:41][C@H:42]4[C@H:47]([OH:48])[C@@H:46]([OH:49])[C@@H:45]([O:50][C@H:51]5[C@H:56]([OH:57])[C@@H:55]([OH:58])[C@@H:54]([O:59][C@H:60]6[C@H:65]([OH:66])[C@@H:64]([OH:67])[C@@H:63]([O:68][C@H:69]7[C@H:74]([OH:75])[C@@H:73]([OH:76])[C@@H:72]([O:77][C@H:78]8[C@H:84]([OH:85])[C@@H:83]([OH:86])[C@@H:81]([O:82][C@H:27]1[C@H:28]([OH:108])[C@H:29]2[OH:107])[O:80][C@@H:79]8[CH2:87][O:88][CH2:89][CH2:90][CH2:91][CH2:92][S:93]([O-:96])(=[O:95])=[O:94])[O:71][C@@H:70]7[CH2:97][OH:98])[O:62][C@@H:61]6[CH2:99][OH:100])[O:53][C@@H:52]5[CH2:101][OH:102])[O:44][C@@H:43]4[CH2:103][OH:104])[O:35][C@@H:34]3[CH2:105][OH:106].[Na+:109]. (5) Given the reactants [H-].[Na+].[C:3]([O:7][C:8](=[O:20])[NH:9][C:10]1([C:13](=[O:19])[NH:14][CH2:15][CH2:16][CH:17]=[CH2:18])[CH2:12][CH2:11]1)([CH3:6])([CH3:5])[CH3:4].FC(F)(F)S(O[CH2:27][CH2:28]OS(C(F)(F)F)(=O)=O)(=O)=O, predict the reaction product. The product is: [C:3]([O:7][C:8]([N:9]1[CH2:28][CH2:27][N:14]([CH2:15][CH2:16][CH:17]=[CH2:18])[C:13](=[O:19])[C:10]21[CH2:12][CH2:11]2)=[O:20])([CH3:6])([CH3:4])[CH3:5].